From a dataset of Forward reaction prediction with 1.9M reactions from USPTO patents (1976-2016). Predict the product of the given reaction. (1) Given the reactants [CH3:1][O:2][C:3](=[O:15])[CH2:4][C:5]1[C:9]2[CH:10]=[CH:11][C:12]([OH:14])=[CH:13][C:8]=2[O:7][CH:6]=1, predict the reaction product. The product is: [CH3:1][O:2][C:3](=[O:15])[CH2:4][CH:5]1[C:9]2[CH:10]=[CH:11][C:12]([OH:14])=[CH:13][C:8]=2[O:7][CH2:6]1. (2) Given the reactants [H-].[Al+3].[Li+].[H-].[H-].[H-].[CH2:7]([NH:14][C:15](=O)[C@H:16]1[CH2:20][CH2:19][C:18](=O)[NH:17]1)[C:8]1[CH:13]=[CH:12][CH:11]=[CH:10][CH:9]=1.O.[OH-].[Na+], predict the reaction product. The product is: [C:8]1([CH2:7][NH:14][CH2:15][C@H:16]2[CH2:20][CH2:19][CH2:18][NH:17]2)[CH:9]=[CH:10][CH:11]=[CH:12][CH:13]=1. (3) Given the reactants Br[C:2]1[C:10]2[C:5](=[CH:6][CH:7]=[C:8]([C:11]3[N:15]=[CH:14][N:13]([C:16]([C:29]4[CH:34]=[CH:33][CH:32]=[CH:31][CH:30]=4)([C:23]4[CH:28]=[CH:27][CH:26]=[CH:25][CH:24]=4)[C:17]4[CH:22]=[CH:21][CH:20]=[CH:19][CH:18]=4)[N:12]=3)[CH:9]=2)[N:4]([CH:35]2[CH2:40][CH2:39][CH2:38][CH2:37][O:36]2)[N:3]=1.[C:41]1([C:47]2[CH:51]=[C:50]([CH2:52][N:53]3[CH2:58][CH2:57][CH:56]([CH2:59][NH2:60])[CH2:55][CH2:54]3)[O:49][N:48]=2)[CH:46]=[CH:45][CH:44]=[CH:43][CH:42]=1.C1(P(C2C=CC=CC=2)C2C=CC3C(=CC=CC=3)C=2C2C3C(=CC=CC=3)C=CC=2P(C2C=CC=CC=2)C2C=CC=CC=2)C=CC=CC=1.CC(C)([O-])C.[Na+], predict the reaction product. The product is: [C:41]1([C:47]2[CH:51]=[C:50]([CH2:52][N:53]3[CH2:54][CH2:55][CH:56]([CH2:59][NH:60][C:2]4[C:10]5[C:5](=[CH:6][CH:7]=[C:8]([C:11]6[N:15]=[CH:14][N:13]([C:16]([C:29]7[CH:34]=[CH:33][CH:32]=[CH:31][CH:30]=7)([C:23]7[CH:28]=[CH:27][CH:26]=[CH:25][CH:24]=7)[C:17]7[CH:22]=[CH:21][CH:20]=[CH:19][CH:18]=7)[N:12]=6)[CH:9]=5)[N:4]([CH:35]5[CH2:40][CH2:39][CH2:38][CH2:37][O:36]5)[N:3]=4)[CH2:57][CH2:58]3)[O:49][N:48]=2)[CH:42]=[CH:43][CH:44]=[CH:45][CH:46]=1. (4) Given the reactants C([O:8][C@@H](C)CO)C1C=CC=CC=1.[CH2:13]([S:15]([C:18]1[CH:19]=[C:20]([C:24]2[C:29]3[C:30]4[CH:36]=[C:35]([CH3:37])[CH:34]=[N:33][C:31]=4[NH:32][C:28]=3[C:27]([O:38][CH2:39][CH2:40][CH2:41]N(C)C)=[N:26][CH:25]=2)[CH:21]=[CH:22][CH:23]=1)(=[O:17])=[O:16])[CH3:14], predict the reaction product. The product is: [CH2:13]([S:15]([C:18]1[CH:19]=[C:20]([C:24]2[C:29]3[C:30]4[CH:36]=[C:35]([CH3:37])[CH:34]=[N:33][C:31]=4[NH:32][C:28]=3[C:27]([O:38][CH2:39][C@H:40]([OH:8])[CH3:41])=[N:26][CH:25]=2)[CH:21]=[CH:22][CH:23]=1)(=[O:16])=[O:17])[CH3:14]. (5) Given the reactants [CH2:1]([O:3][CH2:4][C:5]1[N:6]([NH:18][CH2:19][CH:20]([CH3:22])[CH3:21])[C:7]2[C:16]3[CH:15]=[CH:14][CH:13]=[CH:12][C:11]=3[N:10]=[CH:9][C:8]=2[N:17]=1)[CH3:2].C1C=C(Cl)C=C(C(OO)=O)C=1.[NH4+:34].[OH-].C(Cl)(Cl)Cl, predict the reaction product. The product is: [CH2:1]([O:3][CH2:4][C:5]1[N:6]([NH:18][CH2:19][CH:20]([CH3:21])[CH3:22])[C:7]2[C:16]3[CH:15]=[CH:14][CH:13]=[CH:12][C:11]=3[N:10]=[C:9]([NH2:34])[C:8]=2[N:17]=1)[CH3:2]. (6) Given the reactants [F:1][C:2]1[CH:3]=[C:4]([OH:11])[CH:5]=[CH:6][C:7]=1[N+:8]([O-:10])=[O:9].[CH2:12](Br)[CH:13]=[CH2:14].C([O-])([O-])=O.[K+].[K+], predict the reaction product. The product is: [CH2:14]([O:11][C:4]1[CH:5]=[CH:6][C:7]([N+:8]([O-:10])=[O:9])=[C:2]([F:1])[CH:3]=1)[CH:13]=[CH2:12].